This data is from Full USPTO retrosynthesis dataset with 1.9M reactions from patents (1976-2016). The task is: Predict the reactants needed to synthesize the given product. (1) The reactants are: [F:1][C:2]1[CH:7]=[CH:6][C:5]([CH:8]2[O:12]C(=O)[NH:10][CH:9]2[CH2:14][C:15]2[CH:20]=[CH:19][CH:18]=[C:17]([O:21][C:22]3[CH:27]=[CH:26][CH:25]=[CH:24][CH:23]=3)[CH:16]=2)=[CH:4][CH:3]=1.[OH-].[Na+]. Given the product [NH2:10][CH:9]([CH2:14][C:15]1[CH:20]=[CH:19][CH:18]=[C:17]([O:21][C:22]2[CH:27]=[CH:26][CH:25]=[CH:24][CH:23]=2)[CH:16]=1)[CH:8]([C:5]1[CH:4]=[CH:3][C:2]([F:1])=[CH:7][CH:6]=1)[OH:12], predict the reactants needed to synthesize it. (2) Given the product [CH3:2][O:3][C:4](=[O:11])[C@@H:5]([N:6]1[CH2:27][C:26]([O:29][C:30]2[CH:35]=[C:34]([F:36])[CH:33]=[CH:32][C:31]=2[F:37])=[CH:25][C:24]1=[O:23])[CH2:7][CH:8]([CH3:10])[CH3:9], predict the reactants needed to synthesize it. The reactants are: Cl.[CH3:2][O:3][C:4](=[O:11])[C@H:5]([CH2:7][CH:8]([CH3:10])[CH3:9])[NH2:6].C(N(CC)C(C)C)(C)C.C([O:23][C:24](=O)[CH:25]=[C:26]([O:29][C:30]1[CH:35]=[C:34]([F:36])[CH:33]=[CH:32][C:31]=1[F:37])[CH2:27]Br)C. (3) Given the product [CH2:14]([O:13][C:11](=[O:12])[NH:6][CH2:5][C:4]1[CH:7]=[CH:8][CH:9]=[C:2]([NH2:1])[CH:3]=1)[C:15]1[CH:20]=[CH:19][CH:18]=[CH:17][CH:16]=1, predict the reactants needed to synthesize it. The reactants are: [NH2:1][C:2]1[CH:3]=[C:4]([CH:7]=[CH:8][CH:9]=1)[CH2:5][NH2:6].Cl[C:11]([O:13][CH2:14][C:15]1[CH:20]=[CH:19][CH:18]=[CH:17][CH:16]=1)=[O:12]. (4) Given the product [Br:1][C:2]1[CH:7]=[C:6]([F:8])[CH:5]=[CH:4][C:3]=1[N:9]1[CH2:14][CH2:13][N:12]([C:15]([O:17][C:18]([CH3:21])([CH3:20])[CH3:19])=[O:16])[CH2:11][CH2:10]1, predict the reactants needed to synthesize it. The reactants are: [Br:1][C:2]1[CH:7]=[C:6]([F:8])[CH:5]=[CH:4][C:3]=1[N:9]1[CH2:14][CH2:13][N:12]([C:15]([O:17][C:18]([CH3:21])([CH3:20])[CH3:19])=[O:16])[CH2:11][C:10]1=O.B.C1COCC1.[OH-].[Na+]. (5) Given the product [NH2:7][C:8]1[N:9]([CH3:26])[C:10](=[O:25])[C:11]([CH3:24])([CH3:23])[C@:12]([C:15]2[CH:20]=[C:19]([NH:21][C:32]([C:29]3([CH3:28])[CH2:31][CH2:30]3)=[O:33])[CH:18]=[CH:17][C:16]=2[F:22])([CH3:14])[N:13]=1, predict the reactants needed to synthesize it. The reactants are: C(OC(=O)[NH:7][C:8]1[N:9]([CH3:26])[C:10](=[O:25])[C:11]([CH3:24])([CH3:23])[C@:12]([C:15]2[CH:20]=[C:19]([NH2:21])[CH:18]=[CH:17][C:16]=2[F:22])([CH3:14])[N:13]=1)(C)(C)C.[CH3:28][C:29]1([C:32](O)=[O:33])[CH2:31][CH2:30]1. (6) The reactants are: Br[CH2:2][C:3]([C:5]1[CH:6]=[C:7]([C:11]2[CH2:17][C:16](=[O:18])[NH:15][C:14]3[CH:19]=[C:20]([Cl:26])[C:21]([N:23]([CH3:25])[CH3:24])=[CH:22][C:13]=3[N:12]=2)[CH:8]=[CH:9][CH:10]=1)=O.[NH2:27][C:28]([NH2:30])=[S:29]. Given the product [NH2:30][C:28]1[S:29][CH:2]=[C:3]([C:5]2[CH:6]=[C:7]([C:11]3[CH2:17][C:16](=[O:18])[NH:15][C:14]4[CH:19]=[C:20]([Cl:26])[C:21]([N:23]([CH3:25])[CH3:24])=[CH:22][C:13]=4[N:12]=3)[CH:8]=[CH:9][CH:10]=2)[N:27]=1, predict the reactants needed to synthesize it.